From a dataset of Full USPTO retrosynthesis dataset with 1.9M reactions from patents (1976-2016). Predict the reactants needed to synthesize the given product. (1) Given the product [CH2:1]([O:8][C:9]([NH:11][CH2:12][CH2:13][CH2:14][C@@H:15]([NH:18][C:19](=[O:41])[CH2:20][C@H:21]([O:33][CH2:34][C:35]1[CH:36]=[CH:37][CH:38]=[CH:39][CH:40]=1)[CH2:22][CH2:23][CH2:24][CH2:25][CH2:26][CH2:27][CH2:28][CH2:29][CH2:30][CH2:31][CH3:32])[CH2:16][O:17][CH:43]1[CH2:44][CH2:45][CH2:46][CH2:47][O:42]1)=[O:10])[C:2]1[CH:3]=[CH:4][CH:5]=[CH:6][CH:7]=1, predict the reactants needed to synthesize it. The reactants are: [CH2:1]([O:8][C:9]([NH:11][CH2:12][CH2:13][CH2:14][C@@H:15]([NH:18][C:19](=[O:41])[CH2:20][C@H:21]([O:33][CH2:34][C:35]1[CH:40]=[CH:39][CH:38]=[CH:37][CH:36]=1)[CH2:22][CH2:23][CH2:24][CH2:25][CH2:26][CH2:27][CH2:28][CH2:29][CH2:30][CH2:31][CH3:32])[CH2:16][OH:17])=[O:10])[C:2]1[CH:7]=[CH:6][CH:5]=[CH:4][CH:3]=1.[O:42]1[CH:47]=[CH:46][CH2:45][CH2:44][CH2:43]1.C1(C)C=CC(S([O-])(=O)=O)=CC=1.[NH+]1C=CC=CC=1. (2) Given the product [Cl:1][C:2]1[CH:7]=[CH:6][C:5]([S:8][C:9]2[C:17]3[C:12](=[CH:13][CH:14]=[CH:15][C:16]=3[C:28]3[CH:27]=[CH:4][CH:3]=[CH:2][CH:7]=3)[N:11]([CH2:21][C:22]([OH:24])=[O:23])[C:10]=2[CH3:19])=[CH:4][CH:3]=1, predict the reactants needed to synthesize it. The reactants are: [Cl:1][C:2]1[CH:7]=[CH:6][C:5]([S:8][C:9]2[C:17]3[C:12](=[CH:13][CH:14]=[CH:15][C:16]=3I)[NH:11][C:10]=2[CH3:19])=[CH:4][CH:3]=1.F[C:21](F)(F)[C:22]([OH:24])=[O:23].[CH3:27][C:28]#N.N.Cl. (3) Given the product [Cl:1][C:2]1[CH:3]=[C:4]2[C:9](=[CH:10][CH:11]=1)[N:8]=[C:7]([NH:12][C:13]([N:31]1[CH2:30][CH2:29][N:28]([C:25]3[CH:24]=[CH:23][C:22]([O:21][CH3:20])=[CH:27][CH:26]=3)[CH2:33][CH2:32]1)=[O:17])[C:6]([O:18][CH3:19])=[N:5]2, predict the reactants needed to synthesize it. The reactants are: [Cl:1][C:2]1[CH:3]=[C:4]2[C:9](=[CH:10][CH:11]=1)[N:8]=[C:7]([NH:12][C:13](=[O:17])OCC)[C:6]([O:18][CH3:19])=[N:5]2.[CH3:20][O:21][C:22]1[CH:27]=[CH:26][C:25]([N:28]2[CH2:33][CH2:32][NH:31][CH2:30][CH2:29]2)=[CH:24][CH:23]=1. (4) Given the product [Br:15][C:11]1[CH:12]=[CH:13][CH:14]=[C:9]([C:7]([CH3:2])=[CH2:6])[CH:10]=1, predict the reactants needed to synthesize it. The reactants are: [Li+].[CH3:2]CC[CH2-].[CH3:6][C:7]([C:9]1[CH:14]=[CH:13][CH:12]=[C:11]([Br:15])[CH:10]=1)=O. (5) Given the product [Cl:1][C:2]1[CH:3]=[C:4]([C:8]2[N:9]=[C:10]([NH:16][C:17]3[CH:22]=[C:21]([CH:23]=[O:24])[C:20]([O:28][CH3:29])=[CH:19][C:18]=3[N+:30]([O-:32])=[O:31])[S:11][C:12]=2[C:13]([NH2:15])=[O:14])[CH:5]=[CH:6][CH:7]=1, predict the reactants needed to synthesize it. The reactants are: [Cl:1][C:2]1[CH:3]=[C:4]([C:8]2[N:9]=[C:10]([NH:16][C:17]3[CH:22]=[C:21]([CH:23](OC)[O:24]C)[C:20]([O:28][CH3:29])=[CH:19][C:18]=3[N+:30]([O-:32])=[O:31])[S:11][C:12]=2[C:13]([NH2:15])=[O:14])[CH:5]=[CH:6][CH:7]=1.Cl. (6) Given the product [Cl:8][C:5]1[N:4]=[C:3]([Cl:9])[C:2]([CH:25]([C:18]2[C:19]3[O:23][CH:22]=[CH:21][C:20]=3[CH:24]=[C:16]([F:15])[CH:17]=2)[OH:26])=[CH:7][N:6]=1, predict the reactants needed to synthesize it. The reactants are: Br[C:2]1[C:3]([Cl:9])=[N:4][C:5]([Cl:8])=[N:6][CH:7]=1.C([Mg]Cl)(C)C.[F:15][C:16]1[CH:17]=[C:18]([CH:25]=[O:26])[C:19]2[O:23][CH:22]=[CH:21][C:20]=2[CH:24]=1.